This data is from Forward reaction prediction with 1.9M reactions from USPTO patents (1976-2016). The task is: Predict the product of the given reaction. Given the reactants Br[CH2:2][CH2:3][CH2:4][CH2:5][CH2:6][CH2:7][CH2:8][CH2:9][CH2:10][CH2:11][CH2:12][CH2:13][CH2:14][CH3:15].[CH3:16][C:17]1[C:22]([CH3:23])=[CH:21][CH:20]=[CH:19][C:18]=1[OH:24].C([O-])([O-])=O.[K+].[K+], predict the reaction product. The product is: [CH2:2]([O:24][C:18]1[CH:19]=[CH:20][CH:21]=[C:22]([CH3:23])[C:17]=1[CH3:16])[CH2:3][CH2:4][CH2:5][CH2:6][CH2:7][CH2:8][CH2:9][CH2:10][CH2:11][CH2:12][CH2:13][CH2:14][CH3:15].